From a dataset of Reaction yield outcomes from USPTO patents with 853,638 reactions. Predict the reaction yield, written as a fraction of the theoretical maximum amount of product (1.0 means a 100% yield; for example, 0.34 means a 34% yield). (1) The reactants are FC1C=CC=CC=1CN1C(=O)C=CC(C2C3C(=CC=CC=3)N(CC(O)=O)C=2C)=C1.[CH2:30]([N:37]1[C:42](=[O:43])[CH:41]=[CH:40][C:39]([CH:44]=O)=[CH:38]1)[C:31]1[CH:36]=[CH:35][CH:34]=[CH:33][CH:32]=1.[F:46][C:47]1[CH:48]=[C:49]2[C:53](=[CH:54][CH:55]=1)[N:52]([CH2:56][C:57]([O:59]C)=[O:58])[C:51]([CH3:61])=[CH:50]2.[Li+].[OH-]. No catalyst specified. The product is [CH2:30]([N:37]1[C:42](=[O:43])[CH:41]=[CH:40][C:39]([CH2:44][C:50]2[C:49]3[C:53](=[CH:54][CH:55]=[C:47]([F:46])[CH:48]=3)[N:52]([CH2:56][C:57]([OH:59])=[O:58])[C:51]=2[CH3:61])=[CH:38]1)[C:31]1[CH:32]=[CH:33][CH:34]=[CH:35][CH:36]=1. The yield is 0.512. (2) The reactants are FC(F)(F)S(O)(=O)=O.COC1C=CC(C[N:16]([C:35]2[CH:36]=[N:37][C:38]3[C:43]([CH:44]=2)=[CH:42][CH:41]=[C:40]([O:45]CC2C=CC=CC=2)[CH:39]=3)[C:17](=[O:34])[C:18]2[CH:23]=[CH:22][C:21]([O:24][CH3:25])=[C:20]([C:26]3[CH:31]=[CH:30][CH:29]=[C:28]([O:32][CH3:33])[CH:27]=3)[CH:19]=2)=CC=1.C(O)(C(F)(F)F)=O. The yield is 0.430. The catalyst is C(Cl)Cl. The product is [OH:45][C:40]1[CH:39]=[C:38]2[C:43]([CH:44]=[C:35]([NH:16][C:17](=[O:34])[C:18]3[CH:23]=[CH:22][C:21]([O:24][CH3:25])=[C:20]([C:26]4[CH:31]=[CH:30][CH:29]=[C:28]([O:32][CH3:33])[CH:27]=4)[CH:19]=3)[CH:36]=[N:37]2)=[CH:42][CH:41]=1. (3) The reactants are Br[C:2]1[CH:24]=[CH:23][C:5]2[C:6]3[N:7]([CH:11]=[C:12]([C:14]4[N:18]([CH:19]([CH3:21])[CH3:20])[N:17]=[C:16]([CH3:22])[N:15]=4)[N:13]=3)[CH2:8][CH2:9][O:10][C:4]=2[CH:3]=1.[CH3:25][N:26](C=O)C. The catalyst is CCOC(C)=O.[C-]#N.[Zn+2].[C-]#N.CC(P(C(C)(C)C)C1C=CC(N(C)C)=CC=1)(C)C.CC(P(C(C)(C)C)C1C=CC(N(C)C)=CC=1)(C)C.Cl[Pd]Cl. The product is [CH:19]([N:18]1[C:14]([C:12]2[N:13]=[C:6]3[C:5]4[CH:23]=[CH:24][C:2]([C:25]#[N:26])=[CH:3][C:4]=4[O:10][CH2:9][CH2:8][N:7]3[CH:11]=2)=[N:15][C:16]([CH3:22])=[N:17]1)([CH3:21])[CH3:20]. The yield is 0.590. (4) The product is [CH2:6]([O:5][C:3](=[O:4])[CH2:2][O:16][C:15]1[CH:14]=[CH:13][C:12]([NH:8][C:9](=[O:10])[CH3:11])=[CH:18][CH:17]=1)[CH3:7]. The catalyst is CC(C)=O. The yield is 0.800. The reactants are Br[CH2:2][C:3]([O:5][CH2:6][CH3:7])=[O:4].[NH:8]([C:12]1[CH:18]=[CH:17][C:15]([OH:16])=[CH:14][CH:13]=1)[C:9]([CH3:11])=[O:10].C([O-])([O-])=O.[K+].[K+].